This data is from Full USPTO retrosynthesis dataset with 1.9M reactions from patents (1976-2016). The task is: Predict the reactants needed to synthesize the given product. (1) Given the product [CH2:1]([O:3][C:4]1[CH:5]=[C:6]([C:10]2[C:19]3[C:14](=[CH:15][CH:16]=[C:17]([C:20]([OH:21])([C:22]4[CH:23]=[N:24][CH:25]=[CH:26][CH:27]=4)[C:28]4[CH:29]=[N:30][CH:31]=[CH:32][CH:33]=4)[CH:18]=3)[NH:13][C:12](=[O:34])[CH:11]=2)[CH:7]=[CH:8][CH:9]=1)[CH3:2], predict the reactants needed to synthesize it. The reactants are: [CH2:1]([O:3][C:4]1[CH:5]=[C:6]([C:10]2[C:19]3[C:14](=[CH:15][CH:16]=[C:17]([C:20]([C:28]4[CH:29]=[N:30][CH:31]=[CH:32][CH:33]=4)([C:22]4[CH:23]=[N:24][CH:25]=[CH:26][CH:27]=4)[OH:21])[CH:18]=3)[N:13]=[C:12]([O:34]C)[CH:11]=2)[CH:7]=[CH:8][CH:9]=1)[CH3:2].Cl. (2) Given the product [F:14][C:15]1[CH:22]=[CH:21][C:18]([CH:19]=[C:8]2[CH2:7][C:6]3[C:5]4[N:1]=[N:2][NH:3][C:4]=4[CH:12]=[CH:11][C:10]=3[C:9]2=[O:13])=[CH:17][CH:16]=1, predict the reactants needed to synthesize it. The reactants are: [N:1]1[C:5]2[C:6]3[CH2:7][CH2:8][C:9](=[O:13])[C:10]=3[CH:11]=[CH:12][C:4]=2[NH:3][N:2]=1.[F:14][C:15]1[CH:22]=[CH:21][C:18]([CH:19]=O)=[CH:17][CH:16]=1.C[O-].[Na+].CO.Cl.